This data is from Forward reaction prediction with 1.9M reactions from USPTO patents (1976-2016). The task is: Predict the product of the given reaction. (1) Given the reactants [ClH:1].[CH2:2]1[C:10]2[C:5](=[CH:6][CH:7]=[CH:8][CH:9]=2)[CH2:4][CH:3]1[NH:11][C:12]1[N:13]=[CH:14][C:15]2[CH2:20][N:19](C(OC(C)(C)C)=[O:22])[CH2:18][C:16]=2[N:17]=1, predict the reaction product. The product is: [OH2:22].[ClH:1].[ClH:1].[CH2:4]1[C:5]2[C:10](=[CH:9][CH:8]=[CH:7][CH:6]=2)[CH2:2][CH:3]1[NH:11][C:12]1[N:13]=[CH:14][C:15]2[CH2:20][NH:19][CH2:18][C:16]=2[N:17]=1. (2) Given the reactants [CH2:1]([N:3]1[C:8](=[O:9])[C:7]2[C:10]([CH3:18])=[C:11]([C:13]([O:15]CC)=[O:14])[S:12][C:6]=2[NH:5][C:4]1=[O:19])[CH3:2].[OH-].[K+], predict the reaction product. The product is: [CH2:1]([N:3]1[C:8](=[O:9])[C:7]2[C:10]([CH3:18])=[C:11]([C:13]([OH:15])=[O:14])[S:12][C:6]=2[NH:5][C:4]1=[O:19])[CH3:2]. (3) Given the reactants [NH2:1][C:2]1[C:11]2[CH:10]=[CH:9][CH:8]=[C:7](Br)[C:6]=2[N:5]=[C:4]2[CH2:13][N:14]([CH:17]3[CH2:20][CH2:19][CH2:18]3)[C:15](=[O:16])[C:3]=12.[F:21][C:22]1[C:23]([Sn](CCCC)(CCCC)CCCC)=[CH:24][C:25]([O:28][CH3:29])=[N:26][CH:27]=1, predict the reaction product. The product is: [NH2:1][C:2]1[C:11]2[CH:10]=[CH:9][CH:8]=[C:7]([C:23]3[C:22]([F:21])=[CH:27][N:26]=[C:25]([O:28][CH3:29])[CH:24]=3)[C:6]=2[N:5]=[C:4]2[CH2:13][N:14]([CH:17]3[CH2:20][CH2:19][CH2:18]3)[C:15](=[O:16])[C:3]=12. (4) Given the reactants [F:1][C:2]1[CH:3]=[C:4]([CH:8]2[C:13](=[O:14])[NH:12][CH2:11][CH2:10][N:9]2[CH2:15][C:16]2[CH:17]=[C:18]([C:27]([O:29]CC)=[O:28])[C:19](=[O:26])[N:20]3[C:25]=2[CH:24]=[CH:23][CH:22]=[CH:21]3)[CH:5]=[CH:6][CH:7]=1.[C:32]1(I)[CH:37]=[CH:36][CH:35]=[CH:34][CH:33]=1.CNCCNC.C(=O)([O-])[O-].[Cs+].[Cs+], predict the reaction product. The product is: [F:1][C:2]1[CH:3]=[C:4]([CH:8]2[C:13](=[O:14])[N:12]([C:32]3[CH:37]=[CH:36][CH:35]=[CH:34][CH:33]=3)[CH2:11][CH2:10][N:9]2[CH2:15][C:16]2[CH:17]=[C:18]([C:27]([OH:29])=[O:28])[C:19](=[O:26])[N:20]3[C:25]=2[CH:24]=[CH:23][CH:22]=[CH:21]3)[CH:5]=[CH:6][CH:7]=1.